This data is from Reaction yield outcomes from USPTO patents with 853,638 reactions. The task is: Predict the reaction yield, written as a fraction of the theoretical maximum amount of product (1.0 means a 100% yield; for example, 0.34 means a 34% yield). (1) The reactants are Cl[C:2]1[N:7]=[C:6]([NH:8][C:9]([C:11]2([C:14]3[CH:15]=[CH:16][C:17]4[O:21][CH2:20][CH2:19][C:18]=4[CH:22]=3)[CH2:13][CH2:12]2)=[O:10])[CH:5]=[CH:4][C:3]=1[CH3:23].[CH3:24][O:25][C:26]1[C:31](B2OC(C)(C)C(C)(C)O2)=[CH:30][C:29]([CH3:41])=[CH:28][N:27]=1.C(=O)([O-])[O-].[Na+].[Na+]. The catalyst is COCCOC.C(OCC)(=O)C.C1C=CC([P]([Pd]([P](C2C=CC=CC=2)(C2C=CC=CC=2)C2C=CC=CC=2)([P](C2C=CC=CC=2)(C2C=CC=CC=2)C2C=CC=CC=2)[P](C2C=CC=CC=2)(C2C=CC=CC=2)C2C=CC=CC=2)(C2C=CC=CC=2)C2C=CC=CC=2)=CC=1. The product is [O:21]1[C:17]2[CH:16]=[CH:15][C:14]([C:11]3([C:9]([NH:8][C:6]4[N:7]=[C:2]([C:31]5[C:26]([O:25][CH3:24])=[N:27][CH:28]=[C:29]([CH3:41])[CH:30]=5)[C:3]([CH3:23])=[CH:4][CH:5]=4)=[O:10])[CH2:13][CH2:12]3)=[CH:22][C:18]=2[CH2:19][CH2:20]1. The yield is 0.760. (2) The reactants are [Cl-].[Al+3].[Cl-].[Cl-].[Cl:5][C:6]1[CH:7]=[CH:8][C:9]2[S:13][C:12](=[O:14])[NH:11][C:10]=2[CH:15]=1.[Br:16][CH2:17][C:18](Br)=[O:19]. The catalyst is CN(C=O)C. The product is [Br:16][CH2:17][C:18]([C:7]1[C:6]([Cl:5])=[CH:15][C:10]2[NH:11][C:12](=[O:14])[S:13][C:9]=2[CH:8]=1)=[O:19]. The yield is 0.270. (3) The reactants are [C:1]([O:5][C:6]([NH:8][C@H:9]1[CH2:13][C:12]([C:18]([OH:21])([CH3:20])[CH3:19])([C:14]([O:16][CH3:17])=[O:15])[CH:11]=[CH:10]1)=[O:7])([CH3:4])([CH3:3])[CH3:2]. The catalyst is C(O)C. The product is [C:1]([O:5][C:6]([NH:8][C@H:9]1[CH2:10][CH2:11][C:12]([C:18]([OH:21])([CH3:20])[CH3:19])([C:14]([O:16][CH3:17])=[O:15])[CH2:13]1)=[O:7])([CH3:4])([CH3:2])[CH3:3]. The yield is 0.860. (4) The reactants are [Cl:1][C:2]1[N:7]=[CH:6][C:5](CC#N)=[CH:4][CH:3]=1.Br[CH2:12][CH2:13]Cl.[OH-:15].[Na+].[CH2:17]([OH:20])[CH2:18]O. The catalyst is [Cl-].C([N+](CC)(CC)CC)C1C=CC=CC=1. The product is [Cl:1][C:2]1[N:7]=[CH:6][C:5]([C:18]2([C:17]([OH:20])=[O:15])[CH2:13][CH2:12]2)=[CH:4][CH:3]=1. The yield is 0.850. (5) The reactants are C[O:2][C:3]1[CH:8]=[C:7]([C:9]([NH:11][C@H]2[C@H](N3C4N=CN=C(NCC5C6C(=CC=CC=6)C=CC=5)C=4N=C3)O[C@H](CO)[C@H]2O)=[O:10])[CH:6]=[C:5](OC)[CH:4]=1.NCC1SC=CC=1.C(O)(=O)C1C(=CC=CC=1)O.C1C=CC2N(O)N=NC=2C=1.C(Cl)CCl. The catalyst is CN(C=O)C.CCOC(C)=O. The product is [OH:2][C:3]1[CH:8]=[C:7]([CH:6]=[CH:5][CH:4]=1)[C:9]([NH2:11])=[O:10]. The yield is 0.730. (6) The product is [OH:19][CH2:16][C:17]#[C:18][C:2]1[S:6][C:5]([C:7]([O:9][CH3:10])=[O:8])=[CH:4][CH:3]=1. The reactants are Br[C:2]1[S:6][C:5]([C:7]([O:9][CH3:10])=[O:8])=[CH:4][CH:3]=1.C(N)CCC.[CH2:16]([OH:19])[C:17]#[CH:18].[Cl-].[NH4+]. The yield is 0.780. The catalyst is C1C=CC=CC=1.C1C=CC([P]([Pd]([P](C2C=CC=CC=2)(C2C=CC=CC=2)C2C=CC=CC=2)([P](C2C=CC=CC=2)(C2C=CC=CC=2)C2C=CC=CC=2)[P](C2C=CC=CC=2)(C2C=CC=CC=2)C2C=CC=CC=2)(C2C=CC=CC=2)C2C=CC=CC=2)=CC=1.[Cu]I. (7) The reactants are [CH2:1]([C:3]([C:22]1[CH:27]=[CH:26][C:25]([CH2:28][CH2:29][C:30]([C:36]([F:39])([F:38])[F:37])([OH:35])[C:31]([F:34])([F:33])[F:32])=[C:24]([CH3:40])[CH:23]=1)([C:6]1[CH:11]=[CH:10][C:9](B2OC(C)(C)C(C)(C)O2)=[C:8]([CH3:21])[CH:7]=1)[CH2:4][CH3:5])[CH3:2].[CH2:41]([O:43][C:44](=[O:53])[CH2:45][C:46]1[CH:47]=[N:48][C:49](Cl)=[CH:50][CH:51]=1)[CH3:42].P([O-])([O-])([O-])=O.[K+].[K+].[K+]. The catalyst is C1C=CC([P]([Pd]([P](C2C=CC=CC=2)(C2C=CC=CC=2)C2C=CC=CC=2)([P](C2C=CC=CC=2)(C2C=CC=CC=2)C2C=CC=CC=2)[P](C2C=CC=CC=2)(C2C=CC=CC=2)C2C=CC=CC=2)(C2C=CC=CC=2)C2C=CC=CC=2)=CC=1.CN(C)C=O. The product is [CH2:41]([O:43][C:44](=[O:53])[CH2:45][C:46]1[CH:47]=[N:48][C:49]([C:9]2[CH:10]=[CH:11][C:6]([C:3]([CH2:4][CH3:5])([C:22]3[CH:27]=[CH:26][C:25]([CH2:28][CH2:29][C:30]([OH:35])([C:36]([F:37])([F:39])[F:38])[C:31]([F:34])([F:33])[F:32])=[C:24]([CH3:40])[CH:23]=3)[CH2:1][CH3:2])=[CH:7][C:8]=2[CH3:21])=[CH:50][CH:51]=1)[CH3:42]. The yield is 0.410.